From a dataset of Forward reaction prediction with 1.9M reactions from USPTO patents (1976-2016). Predict the product of the given reaction. (1) Given the reactants CC1[N:3]([C:8]2[N:13]=[CH:12][C:11]([C:14]3[CH2:18][CH:17]([C:19]4[CH:24]=[CH:23][CH:22]=[CH:21][C:20]=4[OH:25])[N:16]([C:26]([C:28]4[S:32][C:31]([C:33]5[CH:47]=[CH:46][CH:45]=[CH:44][C:34]=5[CH2:35][NH:36][C:37](=[O:43])[O:38][C:39]([CH3:42])([CH3:41])[CH3:40])=[CH:30][CH:29]=4)=[O:27])[N:15]=3)=[CH:10][CH:9]=2)C(C)=CC=1.Cl.NO.[OH-].[K+], predict the reaction product. The product is: [NH2:3][C:8]1[N:13]=[CH:12][C:11]([C:14]2[CH2:18][CH:17]([C:19]3[CH:24]=[CH:23][CH:22]=[CH:21][C:20]=3[OH:25])[N:16]([C:26]([C:28]3[S:32][C:31]([C:33]4[CH:47]=[CH:46][CH:45]=[CH:44][C:34]=4[CH2:35][NH:36][C:37](=[O:43])[O:38][C:39]([CH3:40])([CH3:41])[CH3:42])=[CH:30][CH:29]=3)=[O:27])[N:15]=2)=[CH:10][CH:9]=1. (2) The product is: [N:14]1[CH2:13][CH2:12][CH2:11][C:10]=1[C:4]1[C:5]([O:8][CH3:9])=[N:6][CH:7]=[C:2]([F:1])[CH:3]=1. Given the reactants [F:1][C:2]1[CH:3]=[C:4]([C:10]#[C:11][CH2:12][CH2:13][NH2:14])[C:5]([O:8][CH3:9])=[N:6][CH:7]=1, predict the reaction product. (3) Given the reactants [C:1]([C:3]1[C:8]([F:9])=[CH:7][CH:6]=[CH:5][C:4]=1[S:10](Cl)(=[O:12])=[O:11])#[N:2].Cl.[O:15]=[C:16]1[CH2:20][CH2:19][NH:18][CH2:17]1.C(N(CC)CC)C, predict the reaction product. The product is: [F:9][C:8]1[CH:7]=[CH:6][CH:5]=[C:4]([S:10]([N:18]2[CH2:19][CH2:20][C:16](=[O:15])[CH2:17]2)(=[O:12])=[O:11])[C:3]=1[C:1]#[N:2]. (4) Given the reactants [CH3:1][N:2]1[CH:7]2[CH2:8][CH2:9][CH:3]1[CH2:4][N:5]([C:10]([C:12]1[O:13][C:14]([C:17]3[CH:22]=[CH:21][C:20]([N+:23]([O-])=O)=[CH:19][CH:18]=3)=[CH:15][CH:16]=1)=[O:11])[CH2:6]2.C(O)C, predict the reaction product. The product is: [NH2:23][C:20]1[CH:21]=[CH:22][C:17]([C:14]2[O:13][C:12]([C:10]([N:5]3[CH2:6][CH:7]4[N:2]([CH3:1])[CH:3]([CH2:9][CH2:8]4)[CH2:4]3)=[O:11])=[CH:16][CH:15]=2)=[CH:18][CH:19]=1. (5) Given the reactants Br[C:2]1[C:3]2[C:4]3[CH:17]=[CH:16][S:15][C:5]=3[C:6](=[O:14])[NH:7][C:8]=2[CH:9]=[CH:10][C:11]=1[O:12][CH3:13].[F:18][C:19]1[CH:24]=[C:23](B2OC(C)(C)C(C)(C)O2)[CH:22]=[CH:21][C:20]=1[CH2:34][C:35]#[N:36], predict the reaction product. The product is: [F:18][C:19]1[CH:24]=[C:23]([C:2]2[C:3]3[C:4]4[CH:17]=[CH:16][S:15][C:5]=4[C:6](=[O:14])[NH:7][C:8]=3[CH:9]=[CH:10][C:11]=2[O:12][CH3:13])[CH:22]=[CH:21][C:20]=1[CH2:34][C:35]#[N:36]. (6) Given the reactants Cl.[CH:2]1([CH2:5][NH:6][N:7]2[C:16]3[C:11](=[CH:12][CH:13]=[CH:14][CH:15]=3)[C:10]([OH:17])=[C:9]([C:18]3[NH:23][C:22]4[CH:24]=[CH:25][C:26]([O:28][CH2:29][C:30]#[N:31])=[CH:27][C:21]=4[S:20](=[O:33])(=[O:32])[N:19]=3)[C:8]2=[O:34])[CH2:4][CH2:3]1.[CH3:35][OH:36], predict the reaction product. The product is: [CH:2]1([CH2:5][NH:6][N:7]2[C:16]3[C:11](=[CH:12][CH:13]=[CH:14][CH:15]=3)[C:10]([OH:17])=[C:9]([C:18]3[NH:23][C:22]4[CH:24]=[CH:25][C:26]([O:28][CH2:29][C:30](=[NH:31])[O:36][CH3:35])=[CH:27][C:21]=4[S:20](=[O:33])(=[O:32])[N:19]=3)[C:8]2=[O:34])[CH2:3][CH2:4]1. (7) Given the reactants Cl.Cl.[CH:3]([N:6]1[CH2:11][CH2:10][CH:9]([O:12][C:13]2[CH:14]=[C:15]3[C:19](=[CH:20][CH:21]=2)[NH:18][C:17]([C:22]([N:24]2[CH2:29][CH2:28][NH:27][CH2:26][CH2:25]2)=[O:23])=[CH:16]3)[CH2:8][CH2:7]1)([CH3:5])[CH3:4].[CH3:30][N:31]([CH3:35])[C:32](Cl)=[O:33], predict the reaction product. The product is: [CH3:30][N:31]([CH3:35])[C:32]([N:27]1[CH2:28][CH2:29][N:24]([C:22]([C:17]2[NH:18][C:19]3[C:15]([CH:16]=2)=[CH:14][C:13]([O:12][CH:9]2[CH2:8][CH2:7][N:6]([CH:3]([CH3:5])[CH3:4])[CH2:11][CH2:10]2)=[CH:21][CH:20]=3)=[O:23])[CH2:25][CH2:26]1)=[O:33].